This data is from Forward reaction prediction with 1.9M reactions from USPTO patents (1976-2016). The task is: Predict the product of the given reaction. Given the reactants [Cl:1][C:2]1[N:7]=[CH:6][N:5]=[C:4]([NH:8][C:9]2[CH:14]=[CH:13][CH:12]=[CH:11][CH:10]=2)[C:3]=1[NH2:15].[C:16](Cl)(=[O:23])[C:17]1[CH:22]=[CH:21][CH:20]=[CH:19][CH:18]=1, predict the reaction product. The product is: [Cl:1][C:2]1[C:3]([NH:15][C:16](=[O:23])[C:17]2[CH:22]=[CH:21][CH:20]=[CH:19][CH:18]=2)=[C:4]([NH:8][C:9]2[CH:14]=[CH:13][CH:12]=[CH:11][CH:10]=2)[N:5]=[CH:6][N:7]=1.